Task: Predict the product of the given reaction.. Dataset: Forward reaction prediction with 1.9M reactions from USPTO patents (1976-2016) (1) Given the reactants [NH2:1][C:2]1[CH:3]=[C:4](/[CH:24]=[C:25]2/[C:26]([NH:31][CH3:32])=[N:27][C:28](=[O:30])[S:29]/2)[CH:5]=[CH:6][C:7]=1[O:8][CH2:9][C:10]1[CH:15]=[CH:14][C:13]([C:16]([F:19])([F:18])[F:17])=[CH:12][C:11]=1[C:20]([F:23])([F:22])[F:21].C(N(CC)CC)C.[CH3:40][S:41](Cl)(=[O:43])=[O:42].[Cl-].[NH4+], predict the reaction product. The product is: [F:23][C:20]([F:21])([F:22])[C:11]1[CH:12]=[C:13]([C:16]([F:17])([F:18])[F:19])[CH:14]=[CH:15][C:10]=1[CH2:9][O:8][C:7]1[CH:6]=[CH:5][C:4](/[CH:24]=[C:25]2/[C:26]([NH:31][CH3:32])=[N:27][C:28](=[O:30])[S:29]/2)=[CH:3][C:2]=1[NH:1][S:41]([CH3:40])(=[O:43])=[O:42]. (2) Given the reactants [O:1]=[C:2]1[C:7]2([CH2:12][CH2:11][N:10]([C:13](OC(C)(C)C)=O)[CH2:9][CH2:8]2)[CH2:6][CH2:5][CH2:4][NH:3]1.[H-].[Na+].Cl[CH2:23][C:24]1[C:33]2[C:28](=[CH:29][CH:30]=[CH:31][CH:32]=2)[CH:27]=[CH:26][CH:25]=1.[CH3:34][N:35]([CH:37]=O)C, predict the reaction product. The product is: [C:24]1([CH2:23][N:3]2[CH2:4][CH2:5][CH2:6][C:7]3([CH2:8][CH2:9][N:10]([C:13]4[CH:34]=[N:35][C:37]5[C:2](=[CH:7][CH:6]=[CH:5][CH:4]=5)[N:3]=4)[CH2:11][CH2:12]3)[C:2]2=[O:1])[C:33]2[C:28](=[CH:29][CH:30]=[CH:31][CH:32]=2)[CH:27]=[CH:26][CH:25]=1. (3) The product is: [C:1]([O:4][C:5]1[CH:6]=[C:7]([CH:11]=[CH:12][CH:13]=1)[C:8]([Cl:17])=[O:9])(=[O:3])[CH3:2]. Given the reactants [C:1]([O:4][C:5]1[CH:6]=[C:7]([CH:11]=[CH:12][CH:13]=1)[C:8](O)=[O:9])(=[O:3])[CH3:2].C(Cl)(=O)C([Cl:17])=O.CN(C=O)C, predict the reaction product.